From a dataset of Forward reaction prediction with 1.9M reactions from USPTO patents (1976-2016). Predict the product of the given reaction. (1) Given the reactants [NH:1]1[C:5]2[CH:6]=[CH:7][CH:8]=[CH:9][C:4]=2[N:3]=[C:2]1[C:10]1[C:11]([NH:15][CH2:16][CH2:17][C:18]#N)=[N:12][O:13][N:14]=1.[H-].[H-].[H-].[H-].[Li+].[Al+3].C1C[O:29]CC1, predict the reaction product. The product is: [NH:1]1[C:5]2[CH:6]=[CH:7][CH:8]=[CH:9][C:4]=2[N:3]=[C:2]1[C:10]1[C:11]([NH:15][CH2:16][CH2:17][CH2:18][OH:29])=[N:12][O:13][N:14]=1. (2) Given the reactants [NH2:1][C:2]1[C:7]([Br:8])=[CH:6][C:5]([CH3:9])=[CH:4][N:3]=1.C1(C)C=CC=CC=1.I[C:18]1[CH:23]=[CH:22][CH:21]=[CH:20][C:19]=1[C:24]1[CH:29]=[CH:28][CH:27]=[CH:26][CH:25]=1.CC(C)([O-])C.[Na+], predict the reaction product. The product is: [C:19]1([C:24]2[CH:25]=[CH:26][CH:27]=[CH:28][CH:29]=2)[CH:20]=[CH:21][CH:22]=[CH:23][C:18]=1[NH:1][C:2]1[C:7]([Br:8])=[CH:6][C:5]([CH3:9])=[CH:4][N:3]=1. (3) Given the reactants [CH:1]1([N:6]2[C:11]3[N:12]=[C:13](S(C)=O)[N:14]=[CH:15][C:10]=3[CH:9]=[C:8]([C:19]3[CH:24]=[C:23]([C:25]4[O:26][C:27]([CH2:30][CH:31]([CH3:33])[CH3:32])=[N:28][N:29]=4)[CH:22]=[CH:21][C:20]=3[CH3:34])[C:7]2=[O:35])[CH2:5][CH2:4][CH2:3][CH2:2]1.[NH2:36][CH:37]1[CH2:42][CH2:41][O:40][CH2:39][CH2:38]1, predict the reaction product. The product is: [CH:1]1([N:6]2[C:11]3[N:12]=[C:13]([NH:36][CH:37]4[CH2:42][CH2:41][O:40][CH2:39][CH2:38]4)[N:14]=[CH:15][C:10]=3[CH:9]=[C:8]([C:19]3[CH:24]=[C:23]([C:25]4[O:26][C:27]([CH2:30][CH:31]([CH3:33])[CH3:32])=[N:28][N:29]=4)[CH:22]=[CH:21][C:20]=3[CH3:34])[C:7]2=[O:35])[CH2:5][CH2:4][CH2:3][CH2:2]1. (4) Given the reactants [NH2:1][C:2]1[C:7]2[C:8](=[O:12])[N:9]([CH3:11])[CH2:10][C:6]=2[CH:5]=[CH:4][N:3]=1.ClC1C=CC=C(C(OO)=[O:21])C=1, predict the reaction product. The product is: [NH2:1][C:2]1[C:7]2[C:8](=[O:12])[N:9]([CH3:11])[CH2:10][C:6]=2[CH:5]=[CH:4][N+:3]=1[O-:21]. (5) Given the reactants [CH2:1]([O:8][C:9]([N:11]1[CH2:16][CH2:15][N:14]([S:17]([C:20]2[CH:25]=[CH:24][CH:23]=[CH:22][CH:21]=2)(=[O:19])=[O:18])[C@@H:13]([CH2:26][CH2:27][CH:28]2[CH2:32][C:31](=[CH2:33])[CH2:30][CH:29]2C(O)=O)[CH2:12]1)=[O:10])[C:2]1[CH:7]=[CH:6][CH:5]=[CH:4][CH:3]=1.C1C=CC(P([N:51]=[N+]=[N-])(C2C=CC=CC=2)=O)=CC=1.[CH3:54][Si:55]([CH3:60])([CH3:59])[CH2:56][CH2:57][OH:58].CCO[C:64](C)=[O:65], predict the reaction product. The product is: [CH2:33]=[C:31]1[CH2:32][CH:28]([CH2:27][CH2:26][C@@H:13]2[N:14]([S:17]([C:20]3[CH:21]=[CH:22][CH:23]=[CH:24][CH:25]=3)(=[O:19])=[O:18])[CH2:15][CH2:16][N:11]([C:9]([O:8][CH2:1][C:2]3[CH:7]=[CH:6][CH:5]=[CH:4][CH:3]=3)=[O:10])[CH2:12]2)[CH:29]([NH:51][C:64]([O:58][CH2:57][CH2:56][Si:55]([CH3:60])([CH3:59])[CH3:54])=[O:65])[CH2:30]1. (6) Given the reactants [CH2:1]([O:5][C:6]1[C:15]2[C:10](=[CH:11][CH:12]=[C:13](/[CH:16]=[CH:17]/[C:18]([O:20]CC)=[O:19])[CH:14]=2)[C:9](=[O:23])[N:8]([CH2:24][CH:25]([CH3:27])[CH3:26])[C:7]=1[CH2:28][NH:29][C:30]([O:32][C:33]([CH3:36])([CH3:35])[CH3:34])=[O:31])[CH2:2][CH2:3][CH3:4].[OH-].[Na+].O.Cl, predict the reaction product. The product is: [CH2:1]([O:5][C:6]1[C:15]2[C:10](=[CH:11][CH:12]=[C:13](/[CH:16]=[CH:17]/[C:18]([OH:20])=[O:19])[CH:14]=2)[C:9](=[O:23])[N:8]([CH2:24][CH:25]([CH3:26])[CH3:27])[C:7]=1[CH2:28][NH:29][C:30]([O:32][C:33]([CH3:36])([CH3:35])[CH3:34])=[O:31])[CH2:2][CH2:3][CH3:4]. (7) The product is: [CH:29]1([N:12]([CH2:13][CH2:14][CH2:15][C:16]2[C:24]3[C:19](=[CH:20][CH:21]=[C:22]([F:25])[CH:23]=3)[NH:18][CH:17]=2)[CH:8]2[CH2:7][C:6]3[C:5]([C:26]([NH2:28])=[O:27])=[CH:4][CH:3]=[C:2]([F:1])[C:11]=3[O:10][CH2:9]2)[CH2:32][CH2:31][CH2:30]1. Given the reactants [F:1][C:2]1[C:11]2[O:10][CH2:9][CH:8]([NH:12][CH2:13][CH2:14][CH2:15][C:16]3[C:24]4[C:19](=[CH:20][CH:21]=[C:22]([F:25])[CH:23]=4)[NH:18][CH:17]=3)[CH2:7][C:6]=2[C:5]([C:26]([NH2:28])=[O:27])=[CH:4][CH:3]=1.[C:29]1(=O)[CH2:32][CH2:31][CH2:30]1.C(O)(=O)C.C([BH3-])#N.[Na+], predict the reaction product. (8) Given the reactants [CH2:1]([O:7][C:8]1[CH:15]=[CH:14][C:11]([CH:12]=O)=[CH:10][C:9]=1[O:16][CH3:17])[CH2:2][CH2:3][CH2:4][CH2:5][CH3:6].[NH:18]1[CH2:21][CH:20]([C:22]([OH:24])=[O:23])[CH2:19]1.C([BH3-])#N.[Na+], predict the reaction product. The product is: [CH2:1]([O:7][C:8]1[CH:15]=[CH:14][C:11]([CH2:12][N:18]2[CH2:21][CH:20]([C:22]([OH:24])=[O:23])[CH2:19]2)=[CH:10][C:9]=1[O:16][CH3:17])[CH2:2][CH2:3][CH2:4][CH2:5][CH3:6]. (9) Given the reactants [Br:1][C:2]1[N:7]=[C:6]([C:8]([NH:19][C:20](=[O:23])[CH2:21][Cl:22])([CH2:14][O:15]COC)[CH2:9][O:10]COC)[CH:5]=[CH:4][CH:3]=1.B(F)(F)F.CCOCC, predict the reaction product. The product is: [Br:1][C:2]1[N:7]=[C:6]([C:8]([NH:19][C:20](=[O:23])[CH2:21][Cl:22])([CH2:14][OH:15])[CH2:9][OH:10])[CH:5]=[CH:4][CH:3]=1.